Task: Predict which catalyst facilitates the given reaction.. Dataset: Catalyst prediction with 721,799 reactions and 888 catalyst types from USPTO (1) Reactant: [CH2:1]([O:3][CH:4]([O:14][CH2:15][CH3:16])[CH2:5][O:6][C:7]1[N:12]=[CH:11][C:10](F)=[CH:9][N:8]=1)[CH3:2].CC(C)([O-])C.[K+].CN(C)C(=O)C.[CH3:29][N:30]1[CH:34]=[CH:33][C:32]([NH:35][C:36]2[C:45]3[C:40](=[CH:41][CH:42]=[C:43]([OH:46])[CH:44]=3)[N:39]=[CH:38][N:37]=2)=[N:31]1. Product: [CH2:1]([O:3][CH:4]([O:14][CH2:15][CH3:16])[CH2:5][O:6][C:7]1[N:12]=[CH:11][C:10]([O:46][C:43]2[CH:44]=[C:45]3[C:40](=[CH:41][CH:42]=2)[N:39]=[CH:38][N:37]=[C:36]3[NH:35][C:32]2[CH:33]=[CH:34][N:30]([CH3:29])[N:31]=2)=[CH:9][N:8]=1)[CH3:2]. The catalyst class is: 6. (2) Reactant: CC([Mg]Cl)C.I[C:7]1[CH:12]=[CH:11][CH:10]=[C:9]([C:13]([F:16])([F:15])[F:14])[CH:8]=1.[F:17][C:18]([F:26])([CH3:25])[C:19](N(OC)C)=[O:20]. Product: [F:17][C:18]([F:26])([CH3:25])[C:19]([C:7]1[CH:12]=[CH:11][CH:10]=[C:9]([C:13]([F:16])([F:15])[F:14])[CH:8]=1)=[O:20]. The catalyst class is: 1. (3) Reactant: [CH3:1][N:2]([CH3:14])[C:3]1[CH:4]=[C:5]2[C:10](=[CH:11][CH:12]=1)[C:9](=[O:13])[NH:8][CH:7]=[CH:6]2.[Br:15][C:16]1[CH:26]=[CH:25][CH:24]=[C:23](Br)[C:17]=1[CH2:18][O:19][C:20](=[O:22])[CH3:21].C(=O)([O-])[O-].[K+].[K+]. Product: [Br:15][C:16]1[CH:26]=[CH:25][CH:24]=[C:23]([N:8]2[CH:7]=[CH:6][C:5]3[C:10](=[CH:11][CH:12]=[C:3]([N:2]([CH3:14])[CH3:1])[CH:4]=3)[C:9]2=[O:13])[C:17]=1[CH2:18][O:19][C:20](=[O:22])[CH3:21]. The catalyst class is: 16.